The task is: Predict the product of the given reaction.. This data is from Forward reaction prediction with 1.9M reactions from USPTO patents (1976-2016). (1) Given the reactants [CH2:1]([O:8][C:9]([N:11]1[CH2:20][CH2:19][C:18]2[C:13](=[CH:14][CH:15]=[CH:16][CH:17]=2)[CH:12]1[C:21]1[CH:26]=[C:25]([Cl:27])[CH:24]=[CH:23][C:22]=1[OH:28])=[O:10])[C:2]1[CH:7]=[CH:6][CH:5]=[CH:4][CH:3]=1.Cl[CH2:30][C:31]#[N:32].C(=O)([O-])[O-].[K+].[K+], predict the reaction product. The product is: [CH2:1]([O:8][C:9]([N:11]1[CH2:20][CH2:19][C:18]2[C:13](=[CH:14][CH:15]=[CH:16][CH:17]=2)[CH:12]1[C:21]1[CH:26]=[C:25]([Cl:27])[CH:24]=[CH:23][C:22]=1[O:28][CH2:30][C:31]#[N:32])=[O:10])[C:2]1[CH:7]=[CH:6][CH:5]=[CH:4][CH:3]=1. (2) Given the reactants Cl[C:2]1[N:7]=[CH:6][N:5]=[C:4]([O:8][C:9]2[CH:10]=[C:11]3[C:16](=[CH:17][CH:18]=2)[C:15]([C:19]([NH:21][CH2:22][CH2:23][N:24]2[CH2:29][CH2:28][O:27][CH2:26][CH2:25]2)=[O:20])=[CH:14][CH:13]=[CH:12]3)[CH:3]=1.[CH3:30][NH:31][CH2:32][CH2:33][NH2:34].CNC1N=CN=C(OC2C=C3C(=CC=2)C(C(NCCN2CCOCC2)=O)=CC=C3)C=1, predict the reaction product. The product is: [CH3:30][NH:31][CH2:32][CH2:33][NH:34][C:2]1[N:7]=[CH:6][N:5]=[C:4]([O:8][C:9]2[CH:10]=[C:11]3[C:16](=[CH:17][CH:18]=2)[C:15]([C:19]([NH:21][CH2:22][CH2:23][N:24]2[CH2:29][CH2:28][O:27][CH2:26][CH2:25]2)=[O:20])=[CH:14][CH:13]=[CH:12]3)[CH:3]=1.